From a dataset of Peptide-MHC class I binding affinity with 185,985 pairs from IEDB/IMGT. Regression. Given a peptide amino acid sequence and an MHC pseudo amino acid sequence, predict their binding affinity value. This is MHC class I binding data. (1) The peptide sequence is MWSFNPETNI. The MHC is HLA-A23:01 with pseudo-sequence HLA-A23:01. The binding affinity (normalized) is 0.445. (2) The MHC is HLA-A68:02 with pseudo-sequence HLA-A68:02. The binding affinity (normalized) is 0.0847. The peptide sequence is MQYLNPPPY. (3) The peptide sequence is LEACYKRSV. The MHC is HLA-B15:17 with pseudo-sequence HLA-B15:17. The binding affinity (normalized) is 0.0847. (4) The peptide sequence is YEQYECLTD. The MHC is HLA-B18:01 with pseudo-sequence HLA-B18:01. The binding affinity (normalized) is 0.0847. (5) The binding affinity (normalized) is 0.112. The peptide sequence is NPTQAPVIQLHAVY. The MHC is HLA-A33:01 with pseudo-sequence HLA-A33:01. (6) The peptide sequence is YLVKYQATV. The MHC is HLA-A02:06 with pseudo-sequence HLA-A02:06. The binding affinity (normalized) is 0.797. (7) The peptide sequence is KVFPYALINK. The MHC is HLA-C04:01 with pseudo-sequence HLA-C04:01. The binding affinity (normalized) is 0.213. (8) The peptide sequence is YKAVVPLVY. The MHC is HLA-B57:01 with pseudo-sequence HLA-B57:01. The binding affinity (normalized) is 0.105.